From a dataset of Reaction yield outcomes from USPTO patents with 853,638 reactions. Predict the reaction yield, written as a fraction of the theoretical maximum amount of product (1.0 means a 100% yield; for example, 0.34 means a 34% yield). (1) The reactants are [N:1]1[C:6]2[NH:7][CH:8]=[CH:9][C:5]=2[C:4]([C:10]2[C:11]([NH:16][C:17]3[C:26]([CH3:27])=[CH:25][CH:24]=[C:23]4[C:18]=3[CH:19]=[CH:20][NH:21][C:22]4=O)=[N:12][CH:13]=[CH:14][CH:15]=2)=[N:3][CH:2]=1.P(Cl)(Cl)([Cl:31])=O. No catalyst specified. The product is [N:1]1[C:6]2[NH:7][CH:8]=[CH:9][C:5]=2[C:4]([C:10]2[C:11]([NH:16][C:17]3[C:18]4[CH:19]=[CH:20][N:21]=[C:22]([Cl:31])[C:23]=4[CH:24]=[CH:25][C:26]=3[CH3:27])=[N:12][CH:13]=[CH:14][CH:15]=2)=[N:3][CH:2]=1. The yield is 0.670. (2) The reactants are C([O:4][C@H:5]1[C@H:17]([O:18]C(=O)C)[C@H:16]([O:22]C(=O)C)[C@H:15]([CH3:26])[O:14][C@@H:6]1[S:7][C:8]1[CH:13]=[CH:12][CH:11]=[CH:10][CH:9]=1)(=O)C.C[O-].[Na+]. The catalyst is CO. The product is [S:7]([C:8]1[CH:9]=[CH:10][CH:11]=[CH:12][CH:13]=1)[C@H:6]1[O:14][C@@H:15]([CH3:26])[C@@H:16]([OH:22])[C@@H:17]([OH:18])[C@@H:5]1[OH:4]. The yield is 0.730. (3) The reactants are [Cl:1][CH2:2][C:3]([C:5]1[CH:10]=[CH:9][CH:8]=[CH:7][CH:6]=1)=[O:4].[N:11]1([CH:17]([C:29]2[S:30][CH:31]=[CH:32][CH:33]=2)[C:18]([O:20][C@@H:21]2[CH:26]3[CH2:27][CH2:28][N:23]([CH2:24][CH2:25]3)[CH2:22]2)=[O:19])[CH2:16][CH2:15][CH2:14][CH2:13][CH2:12]1. The catalyst is C(OCC)(=O)C.C(#N)C. The product is [Cl-:1].[O:4]=[C:3]([C:5]1[CH:10]=[CH:9][CH:8]=[CH:7][CH:6]=1)[CH2:2][N+:23]12[CH2:24][CH2:25][CH:26]([CH2:27][CH2:28]1)[C@@H:21]([O:20][C:18](=[O:19])[CH:17]([N:11]1[CH2:12][CH2:13][CH2:14][CH2:15][CH2:16]1)[C:29]1[S:30][CH:31]=[CH:32][CH:33]=1)[CH2:22]2. The yield is 0.485. (4) The reactants are Cl[C:2]1[N:7]=[C:6]([C:8]2[S:12][C:11]([C:13]([CH3:17])([CH3:16])[CH2:14][OH:15])=[N:10][C:9]=2[C:18]2[C:19]([F:36])=[C:20]([NH:24][S:25]([C:28]3[C:33]([F:34])=[CH:32][CH:31]=[CH:30][C:29]=3[F:35])(=[O:27])=[O:26])[CH:21]=[CH:22][CH:23]=2)[CH:5]=[CH:4][N:3]=1.[OH-].[NH4+:38]. The catalyst is O.C(OCC)(=O)C. The product is [NH2:38][C:2]1[N:7]=[C:6]([C:8]2[S:12][C:11]([C:13]([CH3:17])([CH3:16])[CH2:14][OH:15])=[N:10][C:9]=2[C:18]2[C:19]([F:36])=[C:20]([NH:24][S:25]([C:28]3[C:33]([F:34])=[CH:32][CH:31]=[CH:30][C:29]=3[F:35])(=[O:27])=[O:26])[CH:21]=[CH:22][CH:23]=2)[CH:5]=[CH:4][N:3]=1. The yield is 0.810. (5) The reactants are [CH3:1][O:2][CH2:3][C:4]1[CH:9]=[C:8]([C:10]2[O:14][N:13]=[C:12]([C:15]3[CH:16]=[CH:17][C:18]([CH2:21][N:22]([CH3:31])[CH2:23][C:24]([O:26]C(C)(C)C)=[O:25])=[N:19][CH:20]=3)[N:11]=2)[CH:7]=[CH:6][C:5]=1[C:32]1[CH:37]=[CH:36][CH:35]=[CH:34][C:33]=1[CH3:38].Cl. The catalyst is O1CCOCC1. The product is [CH3:1][O:2][CH2:3][C:4]1[CH:9]=[C:8]([C:10]2[O:14][N:13]=[C:12]([C:15]3[CH:16]=[CH:17][C:18]([CH2:21][N:22]([CH3:31])[CH2:23][C:24]([OH:26])=[O:25])=[N:19][CH:20]=3)[N:11]=2)[CH:7]=[CH:6][C:5]=1[C:32]1[CH:37]=[CH:36][CH:35]=[CH:34][C:33]=1[CH3:38]. The yield is 0.740. (6) The reactants are [Cl:1][C:2]1[C:11]2[C:6](=[CH:7][C:8]([CH2:13][OH:14])=[C:9]([CH3:12])[CH:10]=2)[N:5]=[C:4]([CH3:15])[CH:3]=1.[O:16]1[CH:21]=[CH:20][CH2:19][CH2:18][CH2:17]1.C1(C)C=CC(S([O-])(=O)=O)=CC=1.[NH+]1C=CC=CC=1. The catalyst is ClCCl.C1(C)C=CC=CC=1. The product is [Cl:1][C:2]1[C:11]2[C:6](=[CH:7][C:8]([CH2:13][O:14][CH:17]3[CH2:18][CH2:19][CH2:20][CH2:21][O:16]3)=[C:9]([CH3:12])[CH:10]=2)[N:5]=[C:4]([CH3:15])[CH:3]=1. The yield is 0.590. (7) The reactants are Cl[C:2]([O:4][CH2:5][CH3:6])=[O:3].Cl.[CH3:8][O:9][C:10]1[CH:11]=[C:12]2[C:15](=[CH:16][C:17]=1[O:18][CH3:19])[CH:14]([NH2:20])[CH2:13]2. The catalyst is C(N(CC)CC)C.ClCCl. The product is [CH3:8][O:9][C:10]1[CH:11]=[C:12]2[C:15](=[CH:16][C:17]=1[O:18][CH3:19])[CH:14]([NH:20][C:2](=[O:3])[O:4][CH2:5][CH3:6])[CH2:13]2. The yield is 0.800.